This data is from hERG Central: cardiac toxicity at 1µM, 10µM, and general inhibition. The task is: Predict hERG channel inhibition at various concentrations. The compound is CC(=O)c1ccc(S(=O)(=O)N2CCCC(N(C)CCc3ccccn3)C2)cc1. Results: hERG_inhib (hERG inhibition (general)): blocker.